Dataset: NCI-60 drug combinations with 297,098 pairs across 59 cell lines. Task: Regression. Given two drug SMILES strings and cell line genomic features, predict the synergy score measuring deviation from expected non-interaction effect. (1) Drug 1: CC1=C(C=C(C=C1)NC2=NC=CC(=N2)N(C)C3=CC4=NN(C(=C4C=C3)C)C)S(=O)(=O)N.Cl. Drug 2: CS(=O)(=O)CCNCC1=CC=C(O1)C2=CC3=C(C=C2)N=CN=C3NC4=CC(=C(C=C4)OCC5=CC(=CC=C5)F)Cl. Cell line: HOP-62. Synergy scores: CSS=1.44, Synergy_ZIP=-1.57, Synergy_Bliss=-2.48, Synergy_Loewe=-2.65, Synergy_HSA=-2.02. (2) Drug 1: CC=C1C(=O)NC(C(=O)OC2CC(=O)NC(C(=O)NC(CSSCCC=C2)C(=O)N1)C(C)C)C(C)C. Drug 2: C1CNP(=O)(OC1)N(CCCl)CCCl. Cell line: RXF 393. Synergy scores: CSS=25.8, Synergy_ZIP=0.309, Synergy_Bliss=-0.553, Synergy_Loewe=-54.4, Synergy_HSA=-1.08. (3) Drug 1: C1=CC(=C2C(=C1NCCNCCO)C(=O)C3=C(C=CC(=C3C2=O)O)O)NCCNCCO. Drug 2: CC1=C(C(CCC1)(C)C)C=CC(=CC=CC(=CC(=O)O)C)C. Cell line: LOX IMVI. Synergy scores: CSS=33.1, Synergy_ZIP=-2.66, Synergy_Bliss=-2.05, Synergy_Loewe=-5.38, Synergy_HSA=1.43. (4) Drug 1: C1CNP(=O)(OC1)N(CCCl)CCCl. Drug 2: C(CN)CNCCSP(=O)(O)O. Cell line: SN12C. Synergy scores: CSS=-8.21, Synergy_ZIP=5.23, Synergy_Bliss=-1.18, Synergy_Loewe=-12.0, Synergy_HSA=-13.7. (5) Drug 1: C1=CC(=CC=C1CCC2=CNC3=C2C(=O)NC(=N3)N)C(=O)NC(CCC(=O)O)C(=O)O. Drug 2: C1C(C(OC1N2C=NC3=C2NC=NCC3O)CO)O. Cell line: SK-OV-3. Synergy scores: CSS=28.9, Synergy_ZIP=-4.94, Synergy_Bliss=-9.52, Synergy_Loewe=-16.2, Synergy_HSA=-8.42. (6) Drug 1: C1=NC2=C(N1)C(=S)N=C(N2)N. Drug 2: CC1=CC=C(C=C1)C2=CC(=NN2C3=CC=C(C=C3)S(=O)(=O)N)C(F)(F)F. Cell line: SK-MEL-2. Synergy scores: CSS=27.9, Synergy_ZIP=-7.65, Synergy_Bliss=1.39, Synergy_Loewe=-5.03, Synergy_HSA=1.02. (7) Drug 1: CC1=C(C=C(C=C1)NC(=O)C2=CC=C(C=C2)CN3CCN(CC3)C)NC4=NC=CC(=N4)C5=CN=CC=C5. Drug 2: C1=CC=C(C(=C1)C(C2=CC=C(C=C2)Cl)C(Cl)Cl)Cl. Cell line: MALME-3M. Synergy scores: CSS=3.83, Synergy_ZIP=-4.20, Synergy_Bliss=-7.47, Synergy_Loewe=-8.16, Synergy_HSA=-6.91. (8) Drug 2: CC1C(C(CC(O1)OC2CC(OC(C2O)C)OC3=CC4=CC5=C(C(=O)C(C(C5)C(C(=O)C(C(C)O)O)OC)OC6CC(C(C(O6)C)O)OC7CC(C(C(O7)C)O)OC8CC(C(C(O8)C)O)(C)O)C(=C4C(=C3C)O)O)O)O. Drug 1: C1CCC(C1)C(CC#N)N2C=C(C=N2)C3=C4C=CNC4=NC=N3. Cell line: A498. Synergy scores: CSS=28.6, Synergy_ZIP=6.45, Synergy_Bliss=13.1, Synergy_Loewe=13.4, Synergy_HSA=12.5.